From a dataset of Reaction yield outcomes from USPTO patents with 853,638 reactions. Predict the reaction yield, written as a fraction of the theoretical maximum amount of product (1.0 means a 100% yield; for example, 0.34 means a 34% yield). (1) The reactants are [F:1][C:2]([F:17])([F:16])[C:3]1[CH:4]=[C:5]([CH:13](O)[CH3:14])[CH:6]=[C:7]([C:9]([F:12])([F:11])[F:10])[CH:8]=1.P(Br)(Br)[Br:19]. The catalyst is C1(C)C=CC=CC=1.O. The product is [Br:19][CH:13]([C:5]1[CH:4]=[C:3]([C:2]([F:17])([F:16])[F:1])[CH:8]=[C:7]([C:9]([F:12])([F:11])[F:10])[CH:6]=1)[CH3:14]. The yield is 0.410. (2) The reactants are Br[C:2]1[CH:25]=[CH:24][C:5]([O:6][CH2:7][C:8]2[C:9]([C:16]3[C:21]([Cl:22])=[CH:20][CH:19]=[CH:18][C:17]=3[Cl:23])=[N:10][O:11][C:12]=2[CH:13]2[CH2:15][CH2:14]2)=[CH:4][C:3]=1[Cl:26].[Li]CCCC.[Br:32][C:33]1[CH:34]=[C:35]([CH:39]2[CH2:42][C:41](=[O:43])[CH2:40]2)[CH:36]=[CH:37][CH:38]=1. The catalyst is C1COCC1. The product is [Br:32][C:33]1[CH:34]=[C:35]([CH:39]2[CH2:40][C:41]([C:2]3[CH:25]=[CH:24][C:5]([O:6][CH2:7][C:8]4[C:9]([C:16]5[C:21]([Cl:22])=[CH:20][CH:19]=[CH:18][C:17]=5[Cl:23])=[N:10][O:11][C:12]=4[CH:13]4[CH2:14][CH2:15]4)=[CH:4][C:3]=3[Cl:26])([OH:43])[CH2:42]2)[CH:36]=[CH:37][CH:38]=1. The yield is 0.370.